Dataset: NCI-60 drug combinations with 297,098 pairs across 59 cell lines. Task: Regression. Given two drug SMILES strings and cell line genomic features, predict the synergy score measuring deviation from expected non-interaction effect. Cell line: UACC62. Drug 2: CN1C2=C(C=C(C=C2)N(CCCl)CCCl)N=C1CCCC(=O)O.Cl. Drug 1: CCC(=C(C1=CC=CC=C1)C2=CC=C(C=C2)OCCN(C)C)C3=CC=CC=C3.C(C(=O)O)C(CC(=O)O)(C(=O)O)O. Synergy scores: CSS=1.97, Synergy_ZIP=-1.40, Synergy_Bliss=-0.733, Synergy_Loewe=-0.312, Synergy_HSA=-0.570.